From a dataset of Reaction yield outcomes from USPTO patents with 853,638 reactions. Predict the reaction yield, written as a fraction of the theoretical maximum amount of product (1.0 means a 100% yield; for example, 0.34 means a 34% yield). The reactants are C([O-])([O-])=O.[K+].[K+].Br[CH:8]([C:14]1[CH:19]=[CH:18][CH:17]=[CH:16][N:15]=1)[C:9]([O:11][CH2:12][CH3:13])=[O:10].[C:20]([O:24][C:25]([N:27]1[CH2:32][CH2:31][NH:30][CH2:29][CH2:28]1)=[O:26])([CH3:23])([CH3:22])[CH3:21]. The catalyst is CC#N. The product is [CH2:12]([O:11][C:9](=[O:10])[CH:8]([N:30]1[CH2:29][CH2:28][N:27]([C:25]([O:24][C:20]([CH3:23])([CH3:22])[CH3:21])=[O:26])[CH2:32][CH2:31]1)[C:14]1[CH:19]=[CH:18][CH:17]=[CH:16][N:15]=1)[CH3:13]. The yield is 0.890.